Dataset: Full USPTO retrosynthesis dataset with 1.9M reactions from patents (1976-2016). Task: Predict the reactants needed to synthesize the given product. (1) Given the product [C:1]([O:4][C:5]1[C:6](=[O:20])[CH2:7][O:8][C@H:9]([CH2:15][O:16][C:17](=[O:19])[CH3:18])[C:10]=1[OH:11])(=[O:3])[CH3:2], predict the reactants needed to synthesize it. The reactants are: [C:1]([O:4][C@H:5]1[C@H:10]([O:11]C(=O)C)[C@@H:9]([CH2:15][O:16][C:17](=[O:19])[CH3:18])[O:8][CH2:7][C:6]1=[O:20])(=[O:3])[CH3:2].CC([O-])=O.[Na+]. (2) Given the product [C:28]([O:1][CH:2]([CH2:16][CH2:17][CH2:18][CH2:19][CH2:20][CH3:21])[CH2:3][CH2:4][CH2:5][CH2:6][CH2:7][CH2:8][CH2:9][CH2:10][CH2:11][CH2:12][C:13]([OH:15])=[O:14])(=[O:31])[CH2:29][CH3:30], predict the reactants needed to synthesize it. The reactants are: [OH:1][CH:2]([CH2:16][CH2:17][CH2:18][CH2:19][CH2:20][CH3:21])[CH2:3][CH2:4][CH2:5][CH2:6][CH2:7][CH2:8][CH2:9][CH2:10][CH2:11][CH2:12][C:13]([OH:15])=[O:14].N1C=CC=CC=1.[C:28](Cl)(=[O:31])[CH2:29][CH3:30].O. (3) Given the product [F:1][C:2]1[CH:7]=[C:6]([CH2:8][O:9][CH2:10][C:11]2[N:20]=[CH:19][CH:18]=[C:17]3[C:12]=2[CH:13]=[C:14]([C:39]2[CH:40]=[CH:41][CH:42]=[CH:43][CH:44]=2)[C:15]([C:21]2[CH:26]=[CH:25][C:24]([C:27]4([NH2:31])[CH2:28][CH2:29][CH2:30]4)=[CH:23][CH:22]=2)=[N:16]3)[CH:5]=[CH:4][N:3]=1, predict the reactants needed to synthesize it. The reactants are: [F:1][C:2]1[CH:7]=[C:6]([CH2:8][O:9][CH2:10][C:11]2[N:20]=[CH:19][CH:18]=[C:17]3[C:12]=2[CH:13]=[C:14]([C:39]2[CH:44]=[CH:43][CH:42]=[CH:41][CH:40]=2)[C:15]([C:21]2[CH:26]=[CH:25][C:24]([C:27]4([NH:31]C(=O)OC(C)(C)C)[CH2:30][CH2:29][CH2:28]4)=[CH:23][CH:22]=2)=[N:16]3)[CH:5]=[CH:4][N:3]=1.C(O)(C(F)(F)F)=O. (4) Given the product [CH3:41][C:42]1[C:43]([N:49]2[CH2:50][CH2:51][N:52]([C:55]([C:57]3[CH:62]=[CH:61][C:60]([N:63]4[CH:67]([CH3:68])[CH2:66][NH:65][C:64]4=[O:78])=[C:59]([F:79])[CH:58]=3)=[O:56])[CH2:53][CH2:54]2)=[N:44][CH:45]=[C:46]([CH3:48])[CH:47]=1, predict the reactants needed to synthesize it. The reactants are: BrC1C=CC(C(N2CCN(C3C(C)=CC(C)=CN=3)CC2)=O)=CC=1F.COC1C=CC(CN2CC(C)NC2=O)=CC=1.[CH3:41][C:42]1[C:43]([N:49]2[CH2:54][CH2:53][N:52]([C:55]([C:57]3[CH:62]=[CH:61][C:60]([N:63]4[CH:67]([CH3:68])[CH2:66][N:65](CC5C=CC(OC)=CC=5)[C:64]4=[O:78])=[C:59]([F:79])[CH:58]=3)=[O:56])[CH2:51][CH2:50]2)=[N:44][CH:45]=[C:46]([CH3:48])[CH:47]=1. (5) Given the product [Cl:16][C:17]1[CH:18]=[C:19]([C:24]2([C:25]([F:26])([F:27])[F:28])[O:29][N:32]=[C:1]([C:4]3[CH:9]=[CH:8][C:7]([C@@H:10]([NH:12][C:13](=[O:15])[CH3:14])[CH3:11])=[CH:6][CH:5]=3)[CH2:2]2)[CH:20]=[C:21]([Cl:23])[CH:22]=1, predict the reactants needed to synthesize it. The reactants are: [C:1]([C:4]1[CH:9]=[CH:8][C:7]([C@@H:10]([NH:12][C:13](=[O:15])[CH3:14])[CH3:11])=[CH:6][CH:5]=1)(=O)[CH3:2].[Cl:16][C:17]1[CH:18]=[C:19]([C:24](=[O:29])[C:25]([F:28])([F:27])[F:26])[CH:20]=[C:21]([Cl:23])[CH:22]=1.C([N:32](CC)CC)C.C(=O)([O-])[O-].[K+].[K+]. (6) Given the product [C:56]([O:60][C:61]([N:63]([CH2:73][C@@H:74]1[CH:78]=[CH:77][CH2:76][N:75]1[C:79](=[O:86])[C:80]1[CH:81]=[CH:82][CH:83]=[CH:84][CH:85]=1)[NH:64][C:65](=[O:72])[C@@H:66]([NH:71][C:51](=[O:53])[C:50]1[CH:49]=[CH:48][C:47]([C:43]([CH3:44])([CH3:45])[CH3:46])=[CH:55][CH:54]=1)[CH2:67][CH:68]([CH3:70])[CH3:69])=[O:62])([CH3:58])([CH3:59])[CH3:57], predict the reactants needed to synthesize it. The reactants are: CN1CCOCC1.CN(C(ON1N=NC2C=CC=CC1=2)=[N+](C)C)C.F[P-](F)(F)(F)(F)F.O.ON1C2C=CC=CC=2N=N1.[C:43]([C:47]1[CH:55]=[CH:54][C:50]([C:51]([OH:53])=O)=[CH:49][CH:48]=1)([CH3:46])([CH3:45])[CH3:44].[C:56]([O:60][C:61]([N:63]([CH2:73][C@@H:74]1[CH:78]=[CH:77][CH2:76][N:75]1[C:79](=[O:86])[C:80]1[CH:85]=[CH:84][CH:83]=[CH:82][CH:81]=1)[NH:64][C:65](=[O:72])[C@@H:66]([NH2:71])[CH2:67][CH:68]([CH3:70])[CH3:69])=[O:62])([CH3:59])([CH3:58])[CH3:57]. (7) The reactants are: [Br:1][C:2]1[C:3]([Cl:12])=[N:4][CH:5]=[C:6]([N+:9]([O-:11])=[O:10])[C:7]=1Cl.[CH3:13][CH2:14][N:15](CC)CC.C(N)C.O. Given the product [Br:1][C:2]1[C:3]([Cl:12])=[N:4][CH:5]=[C:6]([N+:9]([O-:11])=[O:10])[C:7]=1[NH:15][CH2:14][CH3:13], predict the reactants needed to synthesize it. (8) The reactants are: C(OC([NH:8][CH2:9][CH:10]1[CH2:14][CH2:13][CH2:12][N:11]1[C:15]([C:17]1[CH:42]=[CH:41][C:20]([C:21]([NH:23][CH:24]([C:31]2[NH:35][C:34]3[CH:36]=[CH:37][C:38]([Cl:40])=[CH:39][C:33]=3[N:32]=2)[CH2:25][C:26]2[N:27]=[CH:28][NH:29][CH:30]=2)=[O:22])=[CH:19][C:18]=1[Cl:43])=[O:16])=O)(C)(C)C.FC(F)(F)C(O)=O.ClCl. Given the product [NH2:8][CH2:9][CH:10]1[CH2:14][CH2:13][CH2:12][N:11]1[C:15]([C:17]1[CH:42]=[CH:41][C:20]([C:21]([NH:23][CH:24]([C:31]2[NH:35][C:34]3[CH:36]=[CH:37][C:38]([Cl:40])=[CH:39][C:33]=3[N:32]=2)[CH2:25][C:26]2[N:27]=[CH:28][NH:29][CH:30]=2)=[O:22])=[CH:19][C:18]=1[Cl:43])=[O:16], predict the reactants needed to synthesize it. (9) Given the product [CH3:9][C:8]1[C:3]([NH:1][NH:2][C:14](=[O:15])[CH3:13])=[N:4][CH:5]=[C:6]([N+:10]([O-:12])=[O:11])[CH:7]=1, predict the reactants needed to synthesize it. The reactants are: [NH:1]([C:3]1[C:8]([CH3:9])=[CH:7][C:6]([N+:10]([O-:12])=[O:11])=[CH:5][N:4]=1)[NH2:2].[CH3:13][C:14](OC(C)=O)=[O:15]. (10) The reactants are: [F:1][C:2]([F:50])([F:49])[C:3]1[CH:4]=[C:5]([CH:42]=[C:43]([C:45]([F:48])([F:47])[F:46])[CH:44]=1)[CH2:6][N:7]([CH2:23][C:24]1[CH:29]=[C:28]([C:30]([F:33])([F:32])[F:31])[CH:27]=[CH:26][C:25]=1[N:34]([C:37](=[O:41])[CH2:38][CH2:39][CH3:40])[CH2:35][CH3:36])[C:8]1[N:13]=[CH:12][C:11]([O:14][CH2:15][CH2:16][CH2:17][C:18]([O:20]CC)=[O:19])=[CH:10][N:9]=1.[OH-].[Na+].C(OCC)(=O)C. Given the product [F:50][C:2]([F:1])([F:49])[C:3]1[CH:4]=[C:5]([CH:42]=[C:43]([C:45]([F:46])([F:47])[F:48])[CH:44]=1)[CH2:6][N:7]([CH2:23][C:24]1[CH:29]=[C:28]([C:30]([F:33])([F:32])[F:31])[CH:27]=[CH:26][C:25]=1[N:34]([C:37](=[O:41])[CH2:38][CH2:39][CH3:40])[CH2:35][CH3:36])[C:8]1[N:9]=[CH:10][C:11]([O:14][CH2:15][CH2:16][CH2:17][C:18]([OH:20])=[O:19])=[CH:12][N:13]=1, predict the reactants needed to synthesize it.